This data is from Reaction yield outcomes from USPTO patents with 853,638 reactions. The task is: Predict the reaction yield, written as a fraction of the theoretical maximum amount of product (1.0 means a 100% yield; for example, 0.34 means a 34% yield). The reactants are CO[C:3](=[O:24])[C:4]1[CH:9]=[CH:8][C:7]([O:10][CH2:11][C:12]2[C:13]([C:17]3[CH:22]=[CH:21][C:20]([Cl:23])=[CH:19][CH:18]=3)=[N:14][O:15][CH:16]=2)=[N:6][CH:5]=1.[CH:25]1([NH2:28])[CH2:27][CH2:26]1. No catalyst specified. The product is [Cl:23][C:20]1[CH:19]=[CH:18][C:17]([C:13]2[C:12]([CH2:11][O:10][C:7]3[CH:8]=[CH:9][C:4]([C:3]([NH:28][CH:25]4[CH2:27][CH2:26]4)=[O:24])=[CH:5][N:6]=3)=[CH:16][O:15][N:14]=2)=[CH:22][CH:21]=1. The yield is 0.460.